Task: Predict which catalyst facilitates the given reaction.. Dataset: Catalyst prediction with 721,799 reactions and 888 catalyst types from USPTO (1) Reactant: CCN(S(F)(F)F)CC.[CH3:10][C:11]([C:29]1[CH:44]=[CH:43][C:32]([C:33]([NH:35][C@H:36]([CH2:41]O)[C:37]([O:39][CH3:40])=[O:38])=[O:34])=[CH:31][CH:30]=1)([C:15]1[CH:20]=[CH:19][C:18]([O:21][CH2:22][C:23]2[CH:28]=[CH:27][CH:26]=[CH:25][N:24]=2)=[CH:17][CH:16]=1)[CH:12]([CH3:14])[CH3:13].C(=O)([O-])[O-].[K+].[K+].O. Product: [CH3:10][C:11]([C:29]1[CH:44]=[CH:43][C:32]([C:33]2[O:34][CH2:41][C@H:36]([C:37]([O:39][CH3:40])=[O:38])[N:35]=2)=[CH:31][CH:30]=1)([C:15]1[CH:16]=[CH:17][C:18]([O:21][CH2:22][C:23]2[CH:28]=[CH:27][CH:26]=[CH:25][N:24]=2)=[CH:19][CH:20]=1)[CH:12]([CH3:14])[CH3:13]. The catalyst class is: 2. (2) Reactant: C(NC(C)C)(C)C.C([Li])CCC.[CH3:13][O:14][C:15](=[O:26])[CH2:16][C:17]1[CH:22]=[CH:21][C:20]([S:23][CH3:24])=[C:19]([Cl:25])[CH:18]=1.I[CH2:28][CH:29]1[CH2:34][CH2:33][O:32][CH2:31][CH2:30]1. Product: [CH3:13][O:14][C:15](=[O:26])[CH:16]([C:17]1[CH:22]=[CH:21][C:20]([S:23][CH3:24])=[C:19]([Cl:25])[CH:18]=1)[CH2:28][CH:29]1[CH2:34][CH2:33][O:32][CH2:31][CH2:30]1. The catalyst class is: 544. (3) Reactant: [C:1]([N:8]1[CH2:12][CH2:11][CH2:10][CH2:9]1)([O:3][C:4]([CH3:7])([CH3:6])[CH3:5])=[O:2].CN(C)CCN(C)C.C([Li])(CC)C.[CH:26](=[O:33])[C:27]1[CH:32]=[CH:31][CH:30]=[CH:29][CH:28]=1. Product: [C:1]([N:8]1[CH2:9][CH2:10][CH2:11][CH:12]1[CH:26]([OH:33])[C:27]1[CH:32]=[CH:31][CH:30]=[CH:29][CH:28]=1)([O:3][C:4]([CH3:7])([CH3:6])[CH3:5])=[O:2]. The catalyst class is: 27. (4) Reactant: Br[C:2]1[CH2:7][C:6](C)([C:8]2[CH:13]=[CH:12][C:11]([C:14]([F:17])([F:16])[F:15])=[CH:10][CH:9]=2)C=CN=1.[I-:19].[Na+].C[NH:22][CH2:23][CH2:24]NC.O1CCOC[CH2:28]1. Product: [I:19][C:23]1[CH:24]=[C:2]([CH3:28])[CH:7]=[C:6]([C:8]2[CH:9]=[CH:10][C:11]([C:14]([F:15])([F:16])[F:17])=[CH:12][CH:13]=2)[N:22]=1. The catalyst class is: 205. (5) Reactant: [F:1][C:2]1[CH:10]=[CH:9][C:5]2[O:6][CH2:7][O:8][C:4]=2[C:3]=1[NH2:11].[I:12](Cl)(=O)=O.I(Cl)(=O)=O.C([N+](C)(C)C)C1C=CC=CC=1.C(=O)([O-])[O-].[Ca+2]. Product: [NH2:11][C:3]1[C:4]2[O:8][CH2:7][O:6][C:5]=2[C:9]([I:12])=[CH:10][C:2]=1[F:1]. The catalyst class is: 98. (6) Reactant: C[O:2][C:3](=O)[CH2:4][C:5]1[CH:10]=[CH:9][CH:8]=[C:7]([Cl:11])[C:6]=1[Br:12].[Li+].[BH4-].C([O-])(O)=O.[Na+].O. Product: [Br:12][C:6]1[C:7]([Cl:11])=[CH:8][CH:9]=[CH:10][C:5]=1[CH2:4][CH2:3][OH:2]. The catalyst class is: 1. (7) Reactant: [NH2:1][C:2]1[CH:7]=[CH:6][C:5]([NH:8][C:9](=[O:11])[CH3:10])=[C:4]([F:12])[CH:3]=1.C[Si]([N-][Si](C)(C)C)(C)C.[Li+].[Cl:23][C:24]1[CH:25]=[C:26]([C:31]2[N:36]=[C:35]([CH3:37])[N:34]=[C:33]([NH2:38])[N:32]=2)[C:27](F)=[N:28][CH:29]=1. Product: [NH2:38][C:33]1[N:34]=[C:35]([CH3:37])[N:36]=[C:31]([C:26]2[C:27]([NH:1][C:2]3[CH:7]=[CH:6][C:5]([NH:8][C:9](=[O:11])[CH3:10])=[C:4]([F:12])[CH:3]=3)=[N:28][CH:29]=[C:24]([Cl:23])[CH:25]=2)[N:32]=1. The catalyst class is: 1.